Dataset: Forward reaction prediction with 1.9M reactions from USPTO patents (1976-2016). Task: Predict the product of the given reaction. (1) Given the reactants [Na+].[Br-].Cl[CH:4]([CH3:8])[C:5](=O)[CH3:6].[NH2:9][C:10]1[C:11]([NH2:19])=[N:12][CH:13]=[C:14]([CH:18]=1)[C:15]([NH2:17])=[O:16], predict the reaction product. The product is: [NH2:9][C:10]1[C:11]2[N:12]([C:4]([CH3:8])=[C:5]([CH3:6])[N:19]=2)[CH:13]=[C:14]([C:15]([NH2:17])=[O:16])[CH:18]=1. (2) Given the reactants Cl.C([O:4][C:5](=[O:24])[C@@H:6]([CH3:23])[CH2:7][C@H:8]([NH2:22])[CH2:9][C:10]1[CH:15]=[CH:14][C:13]([C:16]2[CH:21]=[CH:20][CH:19]=[CH:18][CH:17]=2)=[CH:12][CH:11]=1)C.C(OC(=O)[C@H](C)C[C@H:31]([N:45]1[C:49](=O)[CH2:48][CH2:47][C:46]1=O)CC1C=CC(C2C=CC=CC=2)=CC=1)C, predict the reaction product. The product is: [C:13]1([C:16]2[CH:21]=[CH:20][CH:19]=[CH:18][CH:17]=2)[CH:14]=[CH:15][C:10]([CH2:9][C@H:8]2[NH:22][C:5](=[O:4])[C@@H:6]([CH3:23])[CH2:7]2)=[CH:11][CH:12]=1.[C:13]1([C:16]2[CH:17]=[CH:18][CH:19]=[CH:20][CH:21]=2)[CH:12]=[CH:11][C:10]([CH2:9][C@H:8]2[N:22]([CH2:31][N:45]3[CH2:49][CH2:48][CH2:47][CH2:46]3)[C:5](=[O:24])[C@H:6]([CH3:23])[CH2:7]2)=[CH:15][CH:14]=1. (3) Given the reactants C([O:3][C:4](=O)[CH2:5][C:6]1([CH2:10][C:11](OCC)=[O:12])[CH2:9][O:8][CH2:7]1)C.[Cl-].[NH4+], predict the reaction product. The product is: [OH:3][CH2:4][CH2:5][C:6]1([CH2:10][CH2:11][OH:12])[CH2:9][O:8][CH2:7]1. (4) The product is: [NH2:48][CH2:47][C@H:44]1[CH2:43][CH2:42][C@H:41]([C:39]([NH:38][C@H:24]([C:25](=[O:37])[NH:26][C:27]2[CH:36]=[CH:35][C:30]3[NH:31][C:32](=[O:34])[NH:33][C:29]=3[CH:28]=2)[CH2:23][C:20]2[CH:19]=[CH:18][C:17]([C:3]3[CH:4]=[CH:5][C:6]([C:8]([NH:9][C@@H:10]([CH3:15])[C:11]([F:14])([F:12])[F:13])=[O:16])=[CH:7][C:2]=3[CH3:1])=[CH:22][CH:21]=2)=[O:40])[CH2:46][CH2:45]1. Given the reactants [CH3:1][C:2]1[CH:7]=[C:6]([C:8](=[O:16])[NH:9][C@@H:10]([CH3:15])[C:11]([F:14])([F:13])[F:12])[CH:5]=[CH:4][C:3]=1[C:17]1[CH:22]=[CH:21][C:20]([CH2:23][C@H:24]([NH:38][C:39]([C@H:41]2[CH2:46][CH2:45][C@H:44]([CH2:47][NH:48]C(=O)OC(C)(C)C)[CH2:43][CH2:42]2)=[O:40])[C:25](=[O:37])[NH:26][C:27]2[CH:36]=[CH:35][C:30]3[NH:31][C:32](=[O:34])[NH:33][C:29]=3[CH:28]=2)=[CH:19][CH:18]=1.Cl.C(#N)C, predict the reaction product.